From a dataset of Catalyst prediction with 721,799 reactions and 888 catalyst types from USPTO. Predict which catalyst facilitates the given reaction. (1) Product: [OH:70][C:64]1([C:58]2[CH:59]=[CH:60][CH:61]=[CH:62][CH:63]=2)[CH2:69][CH2:68][N:67]([C:22]([C:21]2[CH:20]=[CH:19][C:18]([C:15]3[CH:16]=[CH:17][C:12]4[N:13]([C:9]([C:6]5[CH:7]=[CH:8][C:3]([C:1]#[N:2])=[CH:4][CH:5]=5)=[CH:10][N:11]=4)[CH:14]=3)=[CH:26][CH:25]=2)=[O:23])[CH2:66][CH2:65]1. Reactant: [C:1]([C:3]1[CH:8]=[CH:7][C:6]([C:9]2[N:13]3[CH:14]=[C:15]([C:18]4[CH:26]=[CH:25][C:21]([C:22](O)=[O:23])=[CH:20][CH:19]=4)[CH:16]=[CH:17][C:12]3=[N:11][CH:10]=2)=[CH:5][CH:4]=1)#[N:2].CN(C(ON1N=NC2C=CC=NC1=2)=[N+](C)C)C.F[P-](F)(F)(F)(F)F.CN1CCOCC1.[C:58]1([C:64]2([OH:70])[CH2:69][CH2:68][NH:67][CH2:66][CH2:65]2)[CH:63]=[CH:62][CH:61]=[CH:60][CH:59]=1. The catalyst class is: 18. (2) Product: [CH2:1]([NH:8][C:9]1[N:17]=[CH:16][N:15]=[C:14]2[C:10]=1[N:11]=[C:12]([O:31][CH3:33])[N:13]2[C@@H:18]1[O:24][C@H:23]([CH2:25][OH:26])[C@@H:21]([OH:22])[C@H:19]1[OH:20])[C:2]1[CH:7]=[CH:6][CH:5]=[CH:4][CH:3]=1. The catalyst class is: 328. Reactant: [CH2:1]([NH:8][C:9]1[N:17]=[CH:16][N:15]=[C:14]2[C:10]=1[N:11]=[C:12](S(C)(=O)=O)[N:13]2[C@@H:18]1[O:24][C@H:23]([CH2:25][OH:26])[C@@H:21]([OH:22])[C@H:19]1[OH:20])[C:2]1[CH:7]=[CH:6][CH:5]=[CH:4][CH:3]=1.[OH-:31].[Na+].[CH3:33]O. (3) Product: [CH3:1][N:2]1[C:6]2[C:7]([C:24]([OH:26])=[O:25])=[CH:8][C:9]([C:11]3[CH:12]=[CH:13][C:14]([C:17]4[CH:22]=[CH:21][CH:20]=[CH:19][C:18]=4[CH3:23])=[CH:15][CH:16]=3)=[CH:10][C:5]=2[N:4]=[N:3]1. The catalyst class is: 12. Reactant: [CH3:1][N:2]1[C:6]2[C:7]([C:24]([O:26]C)=[O:25])=[CH:8][C:9]([C:11]3[CH:16]=[CH:15][C:14]([C:17]4[CH:22]=[CH:21][CH:20]=[CH:19][C:18]=4[CH3:23])=[CH:13][CH:12]=3)=[CH:10][C:5]=2[N:4]=[N:3]1.[OH-].[Na+]. (4) Reactant: [Cl:1][C:2]1[C:7]([N:8]2[CH2:13][CH2:12][CH:11]([C:14]3[C:19]([O:20][CH3:21])=[CH:18][CH:17]=[CH:16][C:15]=3[F:22])[CH2:10][CH2:9]2)=[CH:6][N:5]=[N:4][C:3]=1[NH:23][NH:24][C:25](=O)[CH2:26][C:27]([F:30])([F:29])[F:28].P(Cl)(Cl)(Cl)=O. Product: [Cl:1][C:2]1[C:3]2[N:4]([C:25]([CH2:26][C:27]([F:28])([F:30])[F:29])=[N:24][N:23]=2)[N:5]=[CH:6][C:7]=1[N:8]1[CH2:13][CH2:12][CH:11]([C:14]2[C:19]([O:20][CH3:21])=[CH:18][CH:17]=[CH:16][C:15]=2[F:22])[CH2:10][CH2:9]1. The catalyst class is: 10. (5) Reactant: [OH:1][C:2]1[CH:7]=[CH:6][C:5]([CH2:8][CH2:9][C:10]([O:12][CH3:13])=[O:11])=[CH:4][CH:3]=1.C([O-])([O-])=O.[K+].[K+].[CH2:20](Br)[CH:21]=[CH2:22]. Product: [CH2:22]([O:1][C:2]1[CH:3]=[CH:4][C:5]([CH2:8][CH2:9][C:10]([O:12][CH3:13])=[O:11])=[CH:6][CH:7]=1)[CH:21]=[CH2:20]. The catalyst class is: 589. (6) Reactant: [CH2:1]([N:8](C)[C:9]1[C:14]([N+:15]([O-])=O)=[CH:13][CH:12]=[CH:11][N:10]=1)C1C=CC=CC=1. Product: [CH3:1][NH:8][C:9]1[C:14]([NH2:15])=[CH:13][CH:12]=[CH:11][N:10]=1. The catalyst class is: 50. (7) The catalyst class is: 99. Reactant: C([O:8][C:9](=[O:27])[C:10]1[CH:15]=[CH:14][C:13]([O:16][C:17]([C:20]([O:22][C:23]([CH3:26])([CH3:25])[CH3:24])=[O:21])([CH3:19])[CH3:18])=[CH:12][CH:11]=1)C1C=CC=CC=1. Product: [C:23]([O:22][C:20]([C:17]([CH3:19])([O:16][C:13]1[CH:12]=[CH:11][C:10]([C:9]([OH:27])=[O:8])=[CH:15][CH:14]=1)[CH3:18])=[O:21])([CH3:24])([CH3:25])[CH3:26]. (8) Reactant: [Br:1][C:2]1[CH:33]=[CH:32][C:31]([F:34])=[CH:30][C:3]=1[O:4][CH:5]1[CH2:10][CH2:9][N:8]([C:11]2[N:12]=[CH:13][C:14]([C:17]3[N:18]=[N:19][N:20]([CH2:22][C:23]([O:25]C(C)(C)C)=[O:24])[N:21]=3)=[N:15][CH:16]=2)[CH2:7][CH2:6]1. Product: [Br:1][C:2]1[CH:33]=[CH:32][C:31]([F:34])=[CH:30][C:3]=1[O:4][CH:5]1[CH2:10][CH2:9][N:8]([C:11]2[N:12]=[CH:13][C:14]([C:17]3[N:18]=[N:19][N:20]([CH2:22][C:23]([OH:25])=[O:24])[N:21]=3)=[N:15][CH:16]=2)[CH2:7][CH2:6]1. The catalyst class is: 484. (9) Reactant: [Cl:1][C:2]1[CH:10]=[C:9]2[C:5]([CH:6]([C:12]3[CH:17]=[C:16]([O:18][CH3:19])[N:15]=[C:14]([O:20][CH3:21])[N:13]=3)[C:7](=[O:11])[NH:8]2)=[CH:4][CH:3]=1.[Cl:22][C:23]1[CH:24]=[C:25]([CH:28]=[CH:29][CH:30]=1)[CH2:26]Br.[I-].[K+].C(=O)([O-])[O-].[K+].[K+]. Product: [Cl:1][C:2]1[CH:10]=[C:9]2[C:5]([C:6]([CH2:26][C:25]3[CH:28]=[CH:29][CH:30]=[C:23]([Cl:22])[CH:24]=3)([C:12]3[CH:17]=[C:16]([O:18][CH3:19])[N:15]=[C:14]([O:20][CH3:21])[N:13]=3)[C:7](=[O:11])[NH:8]2)=[CH:4][CH:3]=1. The catalyst class is: 372. (10) Reactant: F[C:2]1[C:7]([CH:8]=O)=[C:6]([I:10])[CH:5]=[CH:4][N:3]=1.O.[NH2:12][NH2:13]. Product: [I:10][C:6]1[CH:5]=[CH:4][N:3]=[C:2]2[NH:12][N:13]=[CH:8][C:7]=12. The catalyst class is: 6.